This data is from NCI-60 drug combinations with 297,098 pairs across 59 cell lines. The task is: Regression. Given two drug SMILES strings and cell line genomic features, predict the synergy score measuring deviation from expected non-interaction effect. (1) Drug 1: CCN(CC)CCNC(=O)C1=C(NC(=C1C)C=C2C3=C(C=CC(=C3)F)NC2=O)C. Drug 2: CC(C)CN1C=NC2=C1C3=CC=CC=C3N=C2N. Synergy scores: CSS=2.05, Synergy_ZIP=-0.790, Synergy_Bliss=1.04, Synergy_Loewe=0.607, Synergy_HSA=0.832. Cell line: MALME-3M. (2) Drug 1: CCC1=CC2CC(C3=C(CN(C2)C1)C4=CC=CC=C4N3)(C5=C(C=C6C(=C5)C78CCN9C7C(C=CC9)(C(C(C8N6C)(C(=O)OC)O)OC(=O)C)CC)OC)C(=O)OC.C(C(C(=O)O)O)(C(=O)O)O. Drug 2: C1=NNC2=C1C(=O)NC=N2. Cell line: EKVX. Synergy scores: CSS=28.1, Synergy_ZIP=-1.90, Synergy_Bliss=-1.11, Synergy_Loewe=-18.9, Synergy_HSA=1.29.